From a dataset of Forward reaction prediction with 1.9M reactions from USPTO patents (1976-2016). Predict the product of the given reaction. (1) Given the reactants [C:1]([C:5]1[CH:45]=[CH:44][C:8]([C:9]([N:11]2[C@@H:15]([C:16]3[N:17]=[C:18]([C:21]4[CH:26]=[CH:25][CH:24]=[CH:23][CH:22]=4)[S:19][CH:20]=3)[C@@H:14]([C:27]3[CH:32]=[N:31][CH:30]=[CH:29][N:28]=3)[CH2:13][C@@:12]2([CH2:40][CH:41]([CH3:43])[CH3:42])[C:33]([O:35]C(C)(C)C)=[O:34])=[O:10])=[CH:7][CH:6]=1)([CH3:4])([CH3:3])[CH3:2].C(O)(C(F)(F)F)=O, predict the reaction product. The product is: [C:1]([C:5]1[CH:45]=[CH:44][C:8]([C:9]([N:11]2[C@@H:15]([C:16]3[N:17]=[C:18]([C:21]4[CH:26]=[CH:25][CH:24]=[CH:23][CH:22]=4)[S:19][CH:20]=3)[C@@H:14]([C:27]3[CH:32]=[N:31][CH:30]=[CH:29][N:28]=3)[CH2:13][C@@:12]2([CH2:40][CH:41]([CH3:42])[CH3:43])[C:33]([OH:35])=[O:34])=[O:10])=[CH:7][CH:6]=1)([CH3:3])([CH3:2])[CH3:4]. (2) Given the reactants [C:1]1([C:27]2[CH:32]=[CH:31][CH:30]=[CH:29][CH:28]=2)[CH:6]=[CH:5][C:4]([CH2:7][CH:8]([CH2:19][C:20]([O:22]C(C)(C)C)=[O:21])[C:9]([O:11][CH2:12][C:13]2[CH:18]=[CH:17][CH:16]=[CH:15][CH:14]=2)=[O:10])=[CH:3][CH:2]=1.C(O)(C(F)(F)F)=O, predict the reaction product. The product is: [CH2:12]([O:11][C:9](=[O:10])[CH:8]([CH2:7][C:4]1[CH:3]=[CH:2][C:1]([C:27]2[CH:28]=[CH:29][CH:30]=[CH:31][CH:32]=2)=[CH:6][CH:5]=1)[CH2:19][C:20]([OH:22])=[O:21])[C:13]1[CH:14]=[CH:15][CH:16]=[CH:17][CH:18]=1. (3) The product is: [CH2:1]([O:3][C:4](=[O:27])[CH2:5][C:6]1[CH:11]=[CH:10][C:9]([Cl:12])=[C:8]([O:13][C:14]2[CH:19]=[CH:18][C:17]([NH:20][C:30](=[O:31])[C:29]([CH3:34])([CH3:33])[CH3:28])=[CH:16][C:15]=2[CH2:21][S:22][C:23]([CH3:26])([CH3:25])[CH3:24])[CH:7]=1)[CH3:2]. Given the reactants [CH2:1]([O:3][C:4](=[O:27])[CH2:5][C:6]1[CH:11]=[CH:10][C:9]([Cl:12])=[C:8]([O:13][C:14]2[CH:19]=[CH:18][C:17]([NH2:20])=[CH:16][C:15]=2[CH2:21][S:22][C:23]([CH3:26])([CH3:25])[CH3:24])[CH:7]=1)[CH3:2].[CH3:28][C:29]([CH3:34])([CH3:33])[C:30](Cl)=[O:31], predict the reaction product. (4) Given the reactants FC(F)(F)C(O)=O.[CH3:8][N:9]1[C:14](=[O:15])[CH:13]=[CH:12][C:11]([N:16]2[CH2:21][CH2:20][NH:19][CH2:18][CH2:17]2)=[N:10]1.C(N(CC)C(C)C)(C)C.[Cl:31][C:32]1[CH:40]2[CH:35]([CH:36]=[C:37]([S:41]([C:44]3[CH:52]=[CH:51][C:47]([C:48](O)=[O:49])=[CH:46][CH:45]=3)(=[O:43])=[O:42])[CH:38]=[CH:39]2)[NH:34][CH:33]=1.F[B-](F)(F)F.N1(OC(N(C)C)=[N+](C)C)C2C=CC=CC=2N=N1.CN1C(=O)C=CC(N2CCNCC2)=N1, predict the reaction product. The product is: [Cl:31][C:32]1[C:40]2[C:35](=[CH:36][C:37]([S:41]([C:44]3[CH:45]=[CH:46][C:47]([C:48]([N:19]4[CH2:20][CH2:21][N:16]([C:11]5[CH:12]=[CH:13][C:14](=[O:15])[N:9]([CH3:8])[N:10]=5)[CH2:17][CH2:18]4)=[O:49])=[CH:51][CH:52]=3)(=[O:43])=[O:42])=[CH:38][CH:39]=2)[NH:34][CH:33]=1. (5) Given the reactants Br[C:2]1[CH:3]=[C:4]([CH2:8][C:9]([CH3:15])([CH3:14])[C:10]([O:12][CH3:13])=[O:11])[CH:5]=[CH:6][CH:7]=1.[B:16]1([B:16]2[O:20][C:19]([CH3:22])([CH3:21])[C:18]([CH3:24])([CH3:23])[O:17]2)[O:20][C:19]([CH3:22])([CH3:21])[C:18]([CH3:24])([CH3:23])[O:17]1.CC([O-])=O.[K+].O, predict the reaction product. The product is: [CH3:14][C:9]([CH3:15])([CH2:8][C:4]1[CH:5]=[CH:6][CH:7]=[C:2]([B:16]2[O:20][C:19]([CH3:22])([CH3:21])[C:18]([CH3:24])([CH3:23])[O:17]2)[CH:3]=1)[C:10]([O:12][CH3:13])=[O:11].